Dataset: Forward reaction prediction with 1.9M reactions from USPTO patents (1976-2016). Task: Predict the product of the given reaction. (1) The product is: [CH2:13]([N:15]([CH2:11][C:7]1[N:6]=[C:5]2[CH2:4][O:3][C:2](=[O:1])[C:10]2=[CH:9][CH:8]=1)[CH2:16][CH3:17])[CH3:14]. Given the reactants [O:1]=[C:2]1[C:10]2[C:5](=[N:6][C:7]([CH:11]=O)=[CH:8][CH:9]=2)[CH2:4][O:3]1.[CH2:13]([NH:15][CH2:16][CH3:17])[CH3:14].C(O[BH-](OC(=O)C)OC(=O)C)(=O)C.[Na+].C([O-])(O)=O.[Na+], predict the reaction product. (2) Given the reactants [BH4-].[Na+].[C:3]([O:7][C:8]([NH:10][C:11]1[CH:12]=[CH:13][C:14]2[N:15]([N:17]=[C:18]([C:32]3[CH:37]=[CH:36][CH:35]=[CH:34][CH:33]=3)[C:19]=2[C:20]([C:22]2[N:27]=[C:26]([C:28]([O:30][CH3:31])=[O:29])[CH:25]=[CH:24][CH:23]=2)=[O:21])[CH:16]=1)=[O:9])([CH3:6])([CH3:5])[CH3:4].[Cl-].[NH4+], predict the reaction product. The product is: [C:3]([O:7][C:8]([NH:10][C:11]1[CH:12]=[CH:13][C:14]2[N:15]([N:17]=[C:18]([C:32]3[CH:33]=[CH:34][CH:35]=[CH:36][CH:37]=3)[C:19]=2[CH:20]([OH:21])[C:22]2[N:27]=[C:26]([C:28]([O:30][CH3:31])=[O:29])[CH:25]=[CH:24][CH:23]=2)[CH:16]=1)=[O:9])([CH3:6])([CH3:4])[CH3:5]. (3) Given the reactants [OH:1][C:2]1[C:6]([CH2:13][CH2:14][C:15]2[CH:20]=[CH:19][CH:18]=[CH:17][CH:16]=2)([C:7]2[CH:12]=[CH:11][CH:10]=[CH:9][CH:8]=2)[O:5][C:4](=[O:21])[CH:3]=1.CCN(CC)CC.C(Cl)CCl.[CH:33]1([C:39](O)=[O:40])[CH2:38][CH2:37][CH2:36][CH2:35][CH2:34]1.Cl.[Na+].[Cl-], predict the reaction product. The product is: [CH:33]1([C:39]([C:3]2[C:4](=[O:21])[O:5][C:6]([CH2:13][CH2:14][C:15]3[CH:20]=[CH:19][CH:18]=[CH:17][CH:16]=3)([C:7]3[CH:12]=[CH:11][CH:10]=[CH:9][CH:8]=3)[C:2]=2[OH:1])=[O:40])[CH2:38][CH2:37][CH2:36][CH2:35][CH2:34]1. (4) Given the reactants [C:1]([O:5][C:6]([N:8]1[CH2:13][CH2:12][N:11]([C:14]2C=[CH:18][C:17](Br)=[CH:16][C:15]=2C2CCC(C)(C)CC2)[CH2:10][CH2:9]1)=[O:7])([CH3:4])([CH3:3])[CH3:2].Cl.[CH3:30][O:31][C@H:32]1[CH2:37][CH2:36][CH2:35][NH:34][CH2:33]1.C[C:39]([CH3:42])([O-])C.[Na+].F[B-](F)(F)F.[C:49]([PH+](C(C)(C)C)C(C)(C)C)(C)(C)[CH3:50].[C:62]1([CH3:69])[C:63](C)=[CH:64][CH:65]=[CH:66][CH:67]=1, predict the reaction product. The product is: [C:1]([O:5][C:6]([N:8]1[CH2:13][CH2:12][N:11]([C:14]2[CH:15]=[CH:16][C:17]([N:34]3[CH2:35][CH2:36][CH2:37][C@H:32]([O:31][CH3:30])[CH2:33]3)=[CH:18][C:69]=2[CH:62]2[CH2:67][CH2:66][C:65]([CH2:39][CH3:42])([CH2:49][CH3:50])[CH2:64][CH2:63]2)[CH2:10][CH2:9]1)=[O:7])([CH3:4])([CH3:3])[CH3:2]. (5) Given the reactants [CH3:1][N:2]1[C:14]2[CH2:13][CH2:12][CH:11]([CH:15]3[CH2:20][CH2:19][O:18][CH2:17][CH2:16]3)[CH2:10][C:9]=2[C:8]2[C:3]1=[CH:4][CH:5]=[C:6]([C:21]([N:23]1[CH2:27][CH2:26][CH:25]([C:28](OC)=[O:29])[CH2:24]1)=[O:22])[CH:7]=2.[OH-].[Li+].[CH:34]([N:37](CC)C(C)C)(C)[CH3:35].C(N)C.CN(C(ON1N=NC2C=CC=NC1=2)=[N+](C)C)C.F[P-](F)(F)(F)(F)F, predict the reaction product. The product is: [CH2:34]([NH:37][C:28]([CH:25]1[CH2:26][CH2:27][N:23]([C:21]([C:6]2[CH:7]=[C:8]3[C:3](=[CH:4][CH:5]=2)[N:2]([CH3:1])[C:14]2[CH2:13][CH2:12][CH:11]([CH:15]4[CH2:20][CH2:19][O:18][CH2:17][CH2:16]4)[CH2:10][C:9]3=2)=[O:22])[CH2:24]1)=[O:29])[CH3:35]. (6) Given the reactants [NH:1]1[CH2:5][CH2:4][CH2:3][C@@H:2]1[CH2:6][OH:7].[OH-].[Na+].[C:10](O[C:10]([O:12][C:13]([CH3:16])([CH3:15])[CH3:14])=[O:11])([O:12][C:13]([CH3:16])([CH3:15])[CH3:14])=[O:11], predict the reaction product. The product is: [OH:7][CH2:6][C@H:2]1[CH2:3][CH2:4][CH2:5][N:1]1[C:10]([O:12][C:13]([CH3:16])([CH3:15])[CH3:14])=[O:11].